This data is from Catalyst prediction with 721,799 reactions and 888 catalyst types from USPTO. The task is: Predict which catalyst facilitates the given reaction. (1) Reactant: [CH3:1][O:2][C:3]1[CH:8]=[C:7]([C:9]([F:12])([F:11])[F:10])[CH:6]=[CH:5][C:4]=1[C:13]1[C:22]2[C:17](=[CH:18][C:19]([S:23]([N:26](CC3C=CC(OC)=CC=3)[C:27]3[N:28]=[CH:29][S:30][CH:31]=3)(=[O:25])=[O:24])=[CH:20][CH:21]=2)[CH:16]=[CH:15][N:14]=1.C(O)(C(F)(F)F)=O. Product: [CH3:1][O:2][C:3]1[CH:8]=[C:7]([C:9]([F:10])([F:11])[F:12])[CH:6]=[CH:5][C:4]=1[C:13]1[C:22]2[C:17](=[CH:18][C:19]([S:23]([NH:26][C:27]3[N:28]=[CH:29][S:30][CH:31]=3)(=[O:25])=[O:24])=[CH:20][CH:21]=2)[CH:16]=[CH:15][N:14]=1. The catalyst class is: 2. (2) The catalyst class is: 231. Reactant: Br[C:2]1[CH:7]=[CH:6][C:5]([C@@H:8]([NH:13][C@H:14]2[CH2:19][CH2:18][CH2:17][C@@H:16]([NH:20][C:21]3[N:26]=[C:25]([C:27]4[C:35]5[C:30](=[CH:31][CH:32]=[CH:33][CH:34]=5)[N:29]([S:36]([C:39]5[CH:44]=[CH:43][CH:42]=[CH:41][CH:40]=5)(=[O:38])=[O:37])[CH:28]=4)[C:24]([Cl:45])=[CH:23][N:22]=3)[CH2:15]2)[C:9]([F:12])([F:11])[F:10])=[CH:4][CH:3]=1.C([NH:50][C:51](=[O:53])[O-:52])(C)(C)C.[CH3:54][CH:55]([C:57]1C=[C:54]([CH:55]([CH3:57])[CH3:56])C(C2C=CC=CC=2P(C2CCCCC2)C2CCCCC2)=[C:54]([CH:55]([CH3:57])[CH3:56])C=1)[CH3:56].C([O-])([O-])=O.[Cs+].[Cs+]. Product: [Cl:45][C:24]1[C:25]([C:27]2[C:35]3[C:30](=[CH:31][CH:32]=[CH:33][CH:34]=3)[N:29]([S:36]([C:39]3[CH:44]=[CH:43][CH:42]=[CH:41][CH:40]=3)(=[O:38])=[O:37])[CH:28]=2)=[N:26][C:21]([NH:20][C@@H:16]2[CH2:17][CH2:18][CH2:19][C@H:14]([NH:13][C@H:8]([C:5]3[CH:6]=[CH:7][C:2]([NH:50][C:51](=[O:53])[O:52][C:55]([CH3:57])([CH3:56])[CH3:54])=[CH:3][CH:4]=3)[C:9]([F:12])([F:11])[F:10])[CH2:15]2)=[N:22][CH:23]=1. (3) Reactant: F[C:2]1[N:7]=[CH:6][C:5]([C:8]2[CH:9]=[CH:10][C:11]3[N:12]([C:14]([CH2:17][O:18][C:19]4[C:28]5[C:23](=[CH:24][C:25]([O:29][CH3:30])=[CH:26][CH:27]=5)[N:22]=[CH:21][CH:20]=4)=[N:15][N:16]=3)[N:13]=2)=[CH:4][CH:3]=1.[NH2:31][CH:32]1[CH2:36][CH2:35][N:34]([C:37]([O:39][C:40]([CH3:43])([CH3:42])[CH3:41])=[O:38])[CH2:33]1.CS(C)=O. Product: [CH3:30][O:29][C:25]1[CH:24]=[C:23]2[C:28]([C:19]([O:18][CH2:17][C:14]3[N:12]4[N:13]=[C:8]([C:5]5[CH:4]=[CH:3][C:2]([NH:31][CH:32]6[CH2:36][CH2:35][N:34]([C:37]([O:39][C:40]([CH3:43])([CH3:42])[CH3:41])=[O:38])[CH2:33]6)=[N:7][CH:6]=5)[CH:9]=[CH:10][C:11]4=[N:16][N:15]=3)=[CH:20][CH:21]=[N:22]2)=[CH:27][CH:26]=1. The catalyst class is: 6. (4) Reactant: [NH2:1][CH:2]1[C:8]2=[N:9][C:10]([C:14]3[CH:19]=[CH:18][N:17]=[CH:16][N:15]=3)=[CH:11][C:12](=[O:13])[N:7]2[CH2:6][CH2:5][O:4][CH2:3]1.[C:20]([O:24][C:25]([N:27]1[CH2:36][CH2:35][C:34]2[C:29](=[CH:30][C:31]([C:37](O)=[O:38])=[CH:32][CH:33]=2)[CH2:28]1)=[O:26])([CH3:23])([CH3:22])[CH3:21].C(P(=O)(OCC)OCC)#N.C(N(CC)CC)C. Product: [C:20]([O:24][C:25]([N:27]1[CH2:36][CH2:35][C:34]2[C:29](=[CH:30][C:31]([C:37](=[O:38])[NH:1][CH:2]3[C:8]4=[N:9][C:10]([C:14]5[CH:19]=[CH:18][N:17]=[CH:16][N:15]=5)=[CH:11][C:12](=[O:13])[N:7]4[CH2:6][CH2:5][O:4][CH2:3]3)=[CH:32][CH:33]=2)[CH2:28]1)=[O:26])([CH3:23])([CH3:21])[CH3:22]. The catalyst class is: 288.